From a dataset of Reaction yield outcomes from USPTO patents with 853,638 reactions. Predict the reaction yield, written as a fraction of the theoretical maximum amount of product (1.0 means a 100% yield; for example, 0.34 means a 34% yield). The reactants are [Br:1][C:2]1[CH:7]=[CH:6][C:5]([C:8]2([C:12]#N)[CH2:11][CH2:10][CH2:9]2)=[CH:4][CH:3]=1.[CH2:14]([Mg]Br)[CH2:15][CH3:16].[O:19]1CCCC1.Cl. The catalyst is O1CCCC1. The product is [Br:1][C:2]1[CH:7]=[CH:6][C:5]([C:8]2([C:12](=[O:19])[CH2:14][CH2:15][CH3:16])[CH2:11][CH2:10][CH2:9]2)=[CH:4][CH:3]=1. The yield is 0.790.